This data is from Reaction yield outcomes from USPTO patents with 853,638 reactions. The task is: Predict the reaction yield, written as a fraction of the theoretical maximum amount of product (1.0 means a 100% yield; for example, 0.34 means a 34% yield). (1) The reactants are [OH-].[Na+].C[O:4][C:5](=[O:41])[CH2:6][C:7]1[CH:8]=[C:9]([C:15]2[CH:20]=[CH:19][C:18]([C:21]([CH2:39][CH3:40])([C:24]3[CH:29]=[CH:28][C:27](/[CH:30]=[CH:31]/[C:32]([CH2:36][CH3:37])([OH:35])[CH2:33][CH3:34])=[C:26]([CH3:38])[CH:25]=3)[CH2:22][CH3:23])=[CH:17][CH:16]=2)[CH:10]=[CH:11][C:12]=1[O:13][CH3:14].[Cl-].[NH4+]. The catalyst is CO.O1CCCC1. The product is [CH2:22]([C:21]([C:18]1[CH:17]=[CH:16][C:15]([C:9]2[CH:10]=[CH:11][C:12]([O:13][CH3:14])=[C:7]([CH2:6][C:5]([OH:41])=[O:4])[CH:8]=2)=[CH:20][CH:19]=1)([C:24]1[CH:29]=[CH:28][C:27](/[CH:30]=[CH:31]/[C:32]([CH2:33][CH3:34])([OH:35])[CH2:36][CH3:37])=[C:26]([CH3:38])[CH:25]=1)[CH2:39][CH3:40])[CH3:23]. The yield is 0.870. (2) The reactants are [CH3:1][C:2]([CH3:7])=[CH:3][C:4]([OH:6])=[O:5].[Al+3].[Cl-].[Cl-].[Cl-].C(Cl)Cl.[Br:15][C:16]1[CH:21]=[CH:20][CH:19]=[CH:18][CH:17]=1. The catalyst is Cl.O.CCOC(C)=O. The product is [Br:15][C:16]1[CH:21]=[C:20]([C:2]([CH3:7])([CH3:1])[CH2:3][C:4]([OH:6])=[O:5])[CH:19]=[CH:18][CH:17]=1. The yield is 0.420. (3) The reactants are [F:1][C:2]([F:36])([F:35])[C:3]1[CH:4]=[C:5]([CH:32]=[CH:33][CH:34]=1)[CH2:6][NH:7][C:8](=[O:31])[C:9]1[CH:14]=[CH:13][N:12]=[C:11]([C:15]2[CH:20]=[C:19]([O:21][CH:22]3[CH2:27][CH2:26][O:25][CH2:24][CH2:23]3)[CH:18]=[CH:17][C:16]=2[N+:28]([O-])=O)[CH:10]=1. The catalyst is CO.ClCCl.[Pd]. The product is [F:36][C:2]([F:1])([F:35])[C:3]1[CH:4]=[C:5]([CH:32]=[CH:33][CH:34]=1)[CH2:6][NH:7][C:8](=[O:31])[C:9]1[CH:14]=[CH:13][N:12]=[C:11]([C:15]2[CH:20]=[C:19]([O:21][CH:22]3[CH2:27][CH2:26][O:25][CH2:24][CH2:23]3)[CH:18]=[CH:17][C:16]=2[NH2:28])[CH:10]=1. The yield is 0.680.